This data is from Reaction yield outcomes from USPTO patents with 853,638 reactions. The task is: Predict the reaction yield, written as a fraction of the theoretical maximum amount of product (1.0 means a 100% yield; for example, 0.34 means a 34% yield). (1) The reactants are [Cl:1][C:2]1[CH:7]=[CH:6][C:5]([C:8]2[C:13]([NH:14][NH2:15])=[N:12][N:11]([CH2:16][C:17]3[C:18]([CH3:27])=[N:19][C:20]([C:23]([F:26])([F:25])[F:24])=[CH:21][CH:22]=3)[C:10](=[O:28])[C:9]=2[C:29]2[CH:36]=[CH:35][C:32]([C:33]#[N:34])=[CH:31][CH:30]=2)=[CH:4][CH:3]=1.CCN(CC)CC.[CH3:44][O:45][CH2:46][C:47](Cl)=[O:48]. The catalyst is C1COCC1.CCOC(C)=O. The product is [Cl:1][C:2]1[CH:7]=[CH:6][C:5]([C:8]2[C:13]([NH:14][NH:15][C:47](=[O:48])[CH2:46][O:45][CH3:44])=[N:12][N:11]([CH2:16][C:17]3[C:18]([CH3:27])=[N:19][C:20]([C:23]([F:25])([F:26])[F:24])=[CH:21][CH:22]=3)[C:10](=[O:28])[C:9]=2[C:29]2[CH:30]=[CH:31][C:32]([C:33]#[N:34])=[CH:35][CH:36]=2)=[CH:4][CH:3]=1. The yield is 0.570. (2) The reactants are [CH3:1][O:2][C:3]1[CH:4]=[C:5]2[C:10](=[CH:11][C:12]=1[O:13][CH3:14])[N:9]=[CH:8][N:7]=[C:6]2[O:15][C:16]1[CH:22]=[CH:21][C:19]([NH2:20])=[CH:18][CH:17]=1.Cl[C:24](Cl)([O:26][C:27](=[O:33])OC(Cl)(Cl)Cl)Cl.[CH3:35][C:36](=C)[CH2:37]O.C(=O)(O)[O-].[Na+]. The catalyst is C(Cl)Cl.C(N(CC)CC)C.C1(C)C=CC=CC=1. The product is [CH3:1][O:2][C:3]1[CH:4]=[C:5]2[C:10](=[CH:11][C:12]=1[O:13][CH3:14])[N:9]=[CH:8][N:7]=[C:6]2[O:15][C:16]1[CH:22]=[CH:21][C:19]([NH:20][C:27](=[O:33])[O:26][CH2:24][C:36]([CH3:37])=[CH2:35])=[CH:18][CH:17]=1. The yield is 0.470. (3) The reactants are C([O:8][C:9]1[CH:16]=[C:15]([F:17])[CH:14]=[CH:13][C:10]=1[C:11]#[N:12])C1C=CC=CC=1.[ClH:18]. The catalyst is C(O)C.C(OCC)(=O)C.[Pd]. The product is [ClH:18].[OH:8][C:9]1[CH:16]=[C:15]([F:17])[CH:14]=[CH:13][C:10]=1[CH2:11][NH2:12]. The yield is 0.740. (4) The reactants are [OH-].[K+].[OH:3][CH2:4][C:5]([OH:7])=[O:6].Cl[C:9]1[C:18]2[C:13](=[CH:14][C:15]([O:19][CH3:20])=[CH:16][CH:17]=2)[N:12]=[CH:11][CH:10]=1.Cl. The catalyst is CS(C)=O. The product is [CH3:20][O:19][C:15]1[CH:14]=[C:13]2[C:18]([C:9]([O:3][CH2:4][C:5]([OH:7])=[O:6])=[CH:10][CH:11]=[N:12]2)=[CH:17][CH:16]=1. The yield is 0.360. (5) The reactants are [CH3:1][O:2][C:3](=[O:18])[C:4]1[CH:9]=[CH:8][CH:7]=[CH:6][C:5]=1[C:10]([N:12]1[CH2:16][C@@H:15]([OH:17])[CH2:14][O:13]1)=[O:11].C(N(CC)C(C)C)(C)C.[CH3:28][S:29](Cl)(=[O:31])=[O:30]. The catalyst is ClCCl. The product is [CH3:1][O:2][C:3](=[O:18])[C:4]1[CH:9]=[CH:8][CH:7]=[CH:6][C:5]=1[C:10]([N:12]1[CH2:16][C@@H:15]([O:17][S:29]([CH3:28])(=[O:31])=[O:30])[CH2:14][O:13]1)=[O:11]. The yield is 1.00. (6) The reactants are [N+:1]([C:4]1[CH:8]=[C:7]([CH2:9][OH:10])[NH:6][N:5]=1)([O-:3])=[O:2].C(=O)([O-])[O-].[Cs+].[Cs+].[Br:17][CH:18](Br)[CH3:19].OP([O-])(O)=O.[K+]. The catalyst is O.C(OCC)(=O)C.CN(C=O)C. The product is [Br:17][CH2:18][CH2:19][N:6]1[C:7]([CH2:9][OH:10])=[CH:8][C:4]([N+:1]([O-:3])=[O:2])=[N:5]1. The yield is 0.860. (7) The reactants are [NH2:1][C:2]1[C:3]2[N:4]([C:8]([N:30]3[CH2:35][CH2:34][CH2:33][CH:32]([C:36]([OH:38])=O)[CH2:31]3)=[N:9][C:10]=2[C:11]2[CH:16]=[CH:15][C:14]([C:17](=[O:29])[NH:18][C:19]3[CH:24]=[C:23]([C:25]([F:28])([F:27])[F:26])[CH:22]=[CH:21][N:20]=3)=[CH:13][CH:12]=2)[CH:5]=[CH:6][N:7]=1.[CH:39]([NH2:42])([CH3:41])[CH3:40].CN(C(ON1N=NC2C=CC=NC1=2)=[N+](C)C)C.F[P-](F)(F)(F)(F)F. The catalyst is CN(C=O)C. The product is [NH2:1][C:2]1[C:3]2[N:4]([C:8]([N:30]3[CH2:35][CH2:34][CH2:33][CH:32]([C:36]([NH:42][CH:39]([CH3:41])[CH3:40])=[O:38])[CH2:31]3)=[N:9][C:10]=2[C:11]2[CH:16]=[CH:15][C:14]([C:17](=[O:29])[NH:18][C:19]3[CH:24]=[C:23]([C:25]([F:28])([F:27])[F:26])[CH:22]=[CH:21][N:20]=3)=[CH:13][CH:12]=2)[CH:5]=[CH:6][N:7]=1. The yield is 0.200.